This data is from Catalyst prediction with 721,799 reactions and 888 catalyst types from USPTO. The task is: Predict which catalyst facilitates the given reaction. (1) Reactant: [Br:1][C:2]1[CH:3]=[C:4]([S:8]([N:11]2[C:15]([C:16]3[CH:21]=[CH:20][CH:19]=[CH:18][CH:17]=3)=[CH:14][C:13]([CH2:22][N:23](C)[C:24](=O)OC(C)(C)C)=[CH:12]2)(=[O:10])=[O:9])[CH:5]=[N:6][CH:7]=1.C(OCC)(=O)C.[ClH:38]. Product: [ClH:38].[Br:1][C:2]1[CH:3]=[C:4]([S:8]([N:11]2[C:15]([C:16]3[CH:21]=[CH:20][CH:19]=[CH:18][CH:17]=3)=[CH:14][C:13]([CH2:22][NH:23][CH3:24])=[CH:12]2)(=[O:9])=[O:10])[CH:5]=[N:6][CH:7]=1. The catalyst class is: 8. (2) Reactant: Cl[C:2]1[N:7]=[C:6]([CH2:8][N:9]2[C:17](=[O:18])[C:16]3[C:11](=[CH:12][CH:13]=[CH:14][CH:15]=3)[C:10]2=[O:19])[C:5]([C:20]([O:22][CH2:23][CH3:24])=[O:21])=[C:4]([NH:25][C:26]2[CH:27]=[C:28]([CH3:32])[CH:29]=[CH:30][CH:31]=2)[N:3]=1.[NH2:33][C@@H:34]1[CH2:39][CH2:38][CH2:37][CH2:36][C@@H:35]1[NH:40][C:41](=[O:47])[O:42][C:43]([CH3:46])([CH3:45])[CH3:44].CCN(CC)CC.C([O-])(O)=O.[Na+]. Product: [C:43]([O:42][C:41]([NH:40][C@H:35]1[CH2:36][CH2:37][CH2:38][CH2:39][C@H:34]1[NH:33][C:2]1[N:7]=[C:6]([CH2:8][N:9]2[C:17](=[O:18])[C:16]3[C:11](=[CH:12][CH:13]=[CH:14][CH:15]=3)[C:10]2=[O:19])[C:5]([C:20]([O:22][CH2:23][CH3:24])=[O:21])=[C:4]([NH:25][C:26]2[CH:27]=[C:28]([CH3:32])[CH:29]=[CH:30][CH:31]=2)[N:3]=1)=[O:47])([CH3:46])([CH3:44])[CH3:45]. The catalyst class is: 44. (3) The catalyst class is: 71. Reactant: [NH2:1][C:2]1[C:3]([C:7]2[N:8]([CH2:32][CH3:33])[C:9]3[C:14]([O:15][CH2:16][CH:17]4[CH2:22][CH2:21][N:20]([C:23]([O:25]C(C)(C)C)=[O:24])[CH2:19][CH2:18]4)=[CH:13][N:12]=[C:11]([Cl:30])[C:10]=3[N:31]=2)=[N:4][O:5][N:6]=1.Cl. Product: [CH:23]([OH:25])=[O:24].[Cl:30][C:11]1[C:10]2[N:31]=[C:7]([C:3]3[C:2]([NH2:1])=[N:6][O:5][N:4]=3)[N:8]([CH2:32][CH3:33])[C:9]=2[C:14]([O:15][CH2:16][CH:17]2[CH2:22][CH2:21][NH:20][CH2:19][CH2:18]2)=[CH:13][N:12]=1. (4) Reactant: Cl[C:2]1[C:11]2[C:6](=[CH:7][C:8]([O:14][CH3:15])=[C:9]([O:12][CH3:13])[CH:10]=2)[N:5]=[CH:4][CH:3]=1.[OH:16][C:17]1[CH:22]=[CH:21][CH:20]=[CH:19][C:18]=1[C:23](=[O:25])[CH3:24]. Product: [CH3:13][O:12][C:9]1[CH:10]=[C:11]2[C:6](=[CH:7][C:8]=1[O:14][CH3:15])[N:5]=[CH:4][CH:3]=[C:2]2[O:16][C:17]1[CH:22]=[CH:21][CH:20]=[CH:19][C:18]=1[C:23](=[O:25])[CH3:24]. The catalyst class is: 420.